From a dataset of hERG Central: cardiac toxicity at 1µM, 10µM, and general inhibition. Predict hERG channel inhibition at various concentrations. The drug is CC(C(O)c1ccc(O)cc1)N1CCC(Cc2ccccc2)CC1.O.O=C(O)C(O)C(O)C(=O)O. Results: hERG_inhib (hERG inhibition (general)): blocker.